From a dataset of Forward reaction prediction with 1.9M reactions from USPTO patents (1976-2016). Predict the product of the given reaction. Given the reactants [CH3:1][C:2]([CH3:30])([CH3:29])[C:3]([O:5][CH:6]1[CH2:11]C=C(S(C2C=CC(C)=CC=2)(=O)=O)C[CH:7]1[O:22][C:23](=[O:28])[C:24]([CH3:27])([CH3:26])[CH3:25])=[O:4].C(O[K])(C)(C)C.CC(C)(C)C([O-])=O.[CH2:44]1[C:52]2[CH:47](CC=C[CH:51]=2)[CH2:46][NH:45]1.FC(F)(F)C(O)=O, predict the reaction product. The product is: [CH3:29][C:2]([CH3:30])([CH3:1])[C:3]([O:5][CH:6]1[CH:7]([O:22][C:23](=[O:28])[C:24]([CH3:26])([CH3:25])[CH3:27])[CH2:51][C:52]2[C:47](=[CH:46][NH:45][CH:44]=2)[CH2:11]1)=[O:4].